From a dataset of Peptide-MHC class I binding affinity with 185,985 pairs from IEDB/IMGT. Regression. Given a peptide amino acid sequence and an MHC pseudo amino acid sequence, predict their binding affinity value. This is MHC class I binding data. (1) The peptide sequence is YRRKLTNPA. The MHC is HLA-B48:01 with pseudo-sequence HLA-B48:01. The binding affinity (normalized) is 0.0847. (2) The peptide sequence is KSNAKCIEY. The MHC is HLA-A31:01 with pseudo-sequence HLA-A31:01. The binding affinity (normalized) is 0.460. (3) The MHC is H-2-Db with pseudo-sequence H-2-Db. The binding affinity (normalized) is 0.527. The peptide sequence is YMAKLHAYL. (4) The peptide sequence is NIVFSPFGY. The MHC is HLA-A02:03 with pseudo-sequence HLA-A02:03. The binding affinity (normalized) is 0.0847. (5) The peptide sequence is RVITAPPYY. The MHC is HLA-A25:01 with pseudo-sequence HLA-A25:01. The binding affinity (normalized) is 0.0847. (6) The peptide sequence is LQTRVTAI. The MHC is Mamu-B08 with pseudo-sequence Mamu-B08. The binding affinity (normalized) is 0.